From a dataset of Catalyst prediction with 721,799 reactions and 888 catalyst types from USPTO. Predict which catalyst facilitates the given reaction. (1) Reactant: [Cl:1][C:2]1[CH:3]=[C:4]([CH:25]=[CH:26][C:27]=1[O:28][CH3:29])[CH2:5][NH:6][C:7]1[C:12]([C:13]([NH:15][CH2:16][C:17]2[N:22]=[CH:21][CH:20]=[CH:19][N:18]=2)=[O:14])=[CH:11][N:10]=[C:9]([S:23][CH3:24])[N:8]=1.C1C=C(Cl)C=C(C(OO)=[O:38])C=1. Product: [Cl:1][C:2]1[CH:3]=[C:4]([CH:25]=[CH:26][C:27]=1[O:28][CH3:29])[CH2:5][NH:6][C:7]1[C:12]([C:13]([NH:15][CH2:16][C:17]2[N:18]=[CH:19][CH:20]=[CH:21][N:22]=2)=[O:14])=[CH:11][N:10]=[C:9]([S:23]([CH3:24])=[O:38])[N:8]=1. The catalyst class is: 2. (2) Reactant: Br[C:2]1[CH:7]=[CH:6][CH:5]=[CH:4][C:3]=1[CH:8]([C:14]1[CH:19]=[CH:18][CH:17]=[CH:16][CH:15]=1)[CH2:9][O:10][CH2:11][O:12][CH3:13].[B:20]1([B:20]2[O:24][C:23]([CH3:26])([CH3:25])[C:22]([CH3:28])([CH3:27])[O:21]2)[O:24][C:23]([CH3:26])([CH3:25])[C:22]([CH3:28])([CH3:27])[O:21]1.C([O-])(=O)C.[K+]. Product: [CH3:13][O:12][CH2:11][O:10][CH2:9][CH:8]([C:3]1[CH:4]=[CH:5][CH:6]=[CH:7][C:2]=1[B:20]1[O:24][C:23]([CH3:26])([CH3:25])[C:22]([CH3:28])([CH3:27])[O:21]1)[C:14]1[CH:19]=[CH:18][CH:17]=[CH:16][CH:15]=1. The catalyst class is: 75. (3) Reactant: [Cl:1][C:2]1[CH:3]=[C:4]([CH:7]=[C:8]([Cl:21])[C:9]=1[N:10]1[CH:20]=[C:13]2[C:14](Cl)=[N:15][CH:16]=[C:17]([Cl:18])[C:12]2=[N:11]1)[C:5]#[N:6].[Br:22][Si](C)(C)C. Product: [Br:22][C:14]1[C:13]2=[CH:20][N:10]([C:9]3[C:2]([Cl:1])=[CH:3][C:4]([C:5]#[N:6])=[CH:7][C:8]=3[Cl:21])[N:11]=[C:12]2[C:17]([Cl:18])=[CH:16][N:15]=1. The catalyst class is: 397. (4) Reactant: [Cl:1][C:2]1[CH:11]=[C:10]([C:12]([OH:14])=O)[C:9]2[C:4](=[CH:5][CH:6]=[CH:7][CH:8]=2)[N:3]=1.[NH2:15][C:16]1[C:25]([CH3:26])=[CH:24][C:19]([C:20]([O:22][CH3:23])=[O:21])=[CH:18][C:17]=1[CH3:27].C(N(CC)C(C)C)(C)C.CCCP1(OP(CCC)(=O)OP(CCC)(=O)O1)=O. Product: [Cl:1][C:2]1[CH:11]=[C:10]([C:12]([NH:15][C:16]2[C:17]([CH3:27])=[CH:18][C:19]([C:20]([O:22][CH3:23])=[O:21])=[CH:24][C:25]=2[CH3:26])=[O:14])[C:9]2[C:4](=[CH:5][CH:6]=[CH:7][CH:8]=2)[N:3]=1. The catalyst class is: 34. (5) Reactant: [OH:1][CH2:2][CH2:3][CH:4]1[CH2:8][CH2:7][N:6]([C:9]([O:11][C:12]([CH3:15])([CH3:14])[CH3:13])=[O:10])[CH2:5]1.C(Cl)Cl.[CH3:19][S:20](Cl)(=[O:22])=[O:21]. Product: [CH3:19][S:20]([O:1][CH2:2][CH2:3][CH:4]1[CH2:8][CH2:7][N:6]([C:9]([O:11][C:12]([CH3:15])([CH3:14])[CH3:13])=[O:10])[CH2:5]1)(=[O:22])=[O:21]. The catalyst class is: 25. (6) Reactant: [NH2:1][C@H:2]1[CH2:6][CH2:5][N:4]([C:7]([O:9][C:10]([CH3:13])([CH3:12])[CH3:11])=[O:8])[CH2:3]1.[CH3:14][S:15](Cl)(=[O:17])=[O:16].C(N(CC)CC)C. Product: [CH3:14][S:15]([NH:1][C@H:2]1[CH2:6][CH2:5][N:4]([C:7]([O:9][C:10]([CH3:13])([CH3:12])[CH3:11])=[O:8])[CH2:3]1)(=[O:17])=[O:16]. The catalyst class is: 2. (7) Reactant: C([O-])([O-])=O.[Na+].[Na+].Br[C:8]1[C:13]([F:14])=[CH:12][C:11]([F:15])=[CH:10][N:9]=1.[OH:16][C:17]1[CH:22]=[CH:21][C:20](B(O)O)=[CH:19][CH:18]=1. Product: [F:14][C:13]1[C:8]([C:20]2[CH:21]=[CH:22][C:17]([OH:16])=[CH:18][CH:19]=2)=[N:9][CH:10]=[C:11]([F:15])[CH:12]=1. The catalyst class is: 108. (8) Reactant: [NH:1]1[CH2:5][CH2:4][CH:3]([C:6]2[NH:10][C:9]3[CH:11]=[CH:12][C:13]([C:15]#[N:16])=[CH:14][C:8]=3[N:7]=2)[CH2:2]1.Br[C:18]1[C:23]([Cl:24])=[CH:22][CH:21]=[CH:20][N:19]=1. Product: [Cl:24][C:23]1[C:18]([N:1]2[CH2:5][CH2:4][CH:3]([C:6]3[NH:10][C:9]4[CH:11]=[CH:12][C:13]([C:15]#[N:16])=[CH:14][C:8]=4[N:7]=3)[CH2:2]2)=[N:19][CH:20]=[CH:21][CH:22]=1. The catalyst class is: 17.